From a dataset of Reaction yield outcomes from USPTO patents with 853,638 reactions. Predict the reaction yield, written as a fraction of the theoretical maximum amount of product (1.0 means a 100% yield; for example, 0.34 means a 34% yield). (1) The reactants are [CH3:1][N:2]1[CH:6]=[CH:5][C:4]([NH2:7])=[N:3]1.[H-].[Na+].Br[C:11]1[C:12]2[N:13]([C:18]([C:21]([NH:23][C:24]3[CH:29]=[CH:28][N:27]=[CH:26][C:25]=3[F:30])=[O:22])=[CH:19][N:20]=2)[N:14]=[C:15]([Cl:17])[CH:16]=1.CO. The catalyst is CN(C=O)C. The product is [Cl:17][C:15]1[CH:16]=[C:11]([NH:7][C:4]2[CH:5]=[CH:6][N:2]([CH3:1])[N:3]=2)[C:12]2[N:13]([C:18]([C:21]([NH:23][C:24]3[CH:29]=[CH:28][N:27]=[CH:26][C:25]=3[F:30])=[O:22])=[CH:19][N:20]=2)[N:14]=1. The yield is 0.370. (2) The reactants are CCN(C(C)C)C(C)C.[C:10]1([NH:16][C:17]2[CH:25]=[CH:24][C:20]([C:21]([OH:23])=O)=[CH:19][CH:18]=2)[CH:15]=[CH:14][CH:13]=[CH:12][CH:11]=1.CCN=C=NCCCN(C)C.C1C=CC2N(O)N=NC=2C=1.[NH2:47][CH2:48][C:49]([N:51]1[CH2:56][CH2:55][N:54]([C:57](=[O:66])[C:58]2[CH:63]=[C:62]([Cl:64])[CH:61]=[CH:60][C:59]=2[Cl:65])[CH2:53][CH2:52]1)=[O:50].C(O)(C(F)(F)F)=O. The catalyst is CN(C=O)C.O. The product is [Cl:65][C:59]1[CH:60]=[CH:61][C:62]([Cl:64])=[CH:63][C:58]=1[C:57]([N:54]1[CH2:53][CH2:52][N:51]([C:49](=[O:50])[CH2:48][NH:47][C:21](=[O:23])[C:20]2[CH:19]=[CH:18][C:17]([NH:16][C:10]3[CH:11]=[CH:12][CH:13]=[CH:14][CH:15]=3)=[CH:25][CH:24]=2)[CH2:56][CH2:55]1)=[O:66]. The yield is 0.780. (3) The reactants are [O:1]1[C:5]2[CH:6]=[CH:7][CH:8]=[CH:9][C:4]=2[C:3]([CH2:10][C:11]([OH:13])=O)=[N:2]1.C(N=C=NCCCN(C)C)C.[F:25][C:26]([F:32])([F:31])[S:27]([NH2:30])(=[O:29])=[O:28]. The catalyst is C(Cl)Cl.CN(C)C1C=CN=CC=1. The product is [O:1]1[C:5]2[CH:6]=[CH:7][CH:8]=[CH:9][C:4]=2[C:3]([CH2:10][C:11]([NH:30][S:27]([C:26]([F:32])([F:31])[F:25])(=[O:29])=[O:28])=[O:13])=[N:2]1. The yield is 0.130. (4) The reactants are Br[C:2]1[CH:7]=[CH:6][C:5]([C:8]2[CH:9]=[CH:10][C:11]3[C:12]4[C:13]5C=CC=C[C:14]=5[CH:15]=[CH:16][C:17]=4[CH:18]=[CH:19][C:20]=3[CH:21]=2)=[CH:4][CH:3]=1.[CH2:26]([Li])[CH2:27][CH2:28][CH3:29].[B:31](OC(C)C)([O:36]C(C)C)[O:32]C(C)C.Cl. The catalyst is CCOCC.CCCCCC. The product is [CH:26]1[C:20]2[C:19]3[C:14]4[CH:13]=[CH:12][CH:11]=[CH:10][C:15]=4[CH:16]=[CH:17][C:18]=3[CH:9]=[C:8]([C:5]3[CH:6]=[CH:7][C:2]([B:31]([OH:36])[OH:32])=[CH:3][CH:4]=3)[C:21]=2[CH:29]=[CH:28][CH:27]=1. The yield is 0.600. (5) The catalyst is ClCCl.CCOC(C)=O.O. The product is [CH3:22][O:21][C:18]1[CH:19]=[CH:20][C:15]([C:13]([C:10]2[CH:11]=[CH:12][C:7]([NH:6][S:2]([CH3:1])(=[O:4])=[O:3])=[CH:8][CH:9]=2)=[O:14])=[CH:16][CH:17]=1. The reactants are [CH3:1][S:2](Cl)(=[O:4])=[O:3].[NH2:6][C:7]1[CH:12]=[CH:11][C:10]([C:13]([C:15]2[CH:20]=[CH:19][C:18]([O:21][CH3:22])=[CH:17][CH:16]=2)=[O:14])=[CH:9][CH:8]=1.N1C=CC=CC=1. The yield is 0.930. (6) The reactants are [C:1]([O:5][C:6](=[O:15])[CH2:7]/[N:8]=[CH:9]/[CH2:10][C:11]([CH3:14])([CH3:13])[CH3:12])([CH3:4])([CH3:3])[CH3:2].[Br:16][C:17]1[C:18]([F:35])=[C:19](/[CH:23]=[C:24](/[C:27]2[CH:32]=[CH:31][C:30]([Cl:33])=[CH:29][C:28]=2[F:34])\[C:25]#[N:26])[CH:20]=[CH:21][CH:22]=1.C(N(CC)CC)C. The catalyst is ClCCl. The product is [C:1]([O:5][C:6]([CH:7]1[CH:23]([C:19]2[CH:20]=[CH:21][CH:22]=[C:17]([Br:16])[C:18]=2[F:35])[C:24]([C:27]2[CH:32]=[CH:31][C:30]([Cl:33])=[CH:29][C:28]=2[F:34])([C:25]#[N:26])[CH:9]([CH2:10][C:11]([CH3:14])([CH3:13])[CH3:12])[NH:8]1)=[O:15])([CH3:4])([CH3:3])[CH3:2]. The yield is 0.540. (7) The reactants are [O:1]=[S:2]1(=[O:33])[C:8]2[CH:9]=[C:10]([O:14][CH2:15][C:16]([OH:18])=[O:17])[C:11](Br)=[CH:12][C:7]=2[N:6]([C:19]2[CH:24]=[CH:23][CH:22]=[CH:21][CH:20]=2)[CH2:5][C:4]([CH2:29][CH2:30][CH2:31][CH3:32])([CH2:25][CH2:26][CH2:27][CH3:28])[CH2:3]1.[CH3:34][S-:35].[Na+].C(O)(=O)C. The catalyst is CN(C=O)C. The product is [O:1]=[S:2]1(=[O:33])[C:8]2[CH:9]=[C:10]([O:14][CH2:15][C:16]([OH:18])=[O:17])[C:11]([S:35][CH3:34])=[CH:12][C:7]=2[N:6]([C:19]2[CH:24]=[CH:23][CH:22]=[CH:21][CH:20]=2)[CH2:5][C:4]([CH2:29][CH2:30][CH2:31][CH3:32])([CH2:25][CH2:26][CH2:27][CH3:28])[CH2:3]1. The yield is 0.960.